Task: Predict which catalyst facilitates the given reaction.. Dataset: Catalyst prediction with 721,799 reactions and 888 catalyst types from USPTO (1) Reactant: [NH2:1][C:2]1[NH:6][N:5]=[CH:4][C:3]=1[C:7]([C:9]1[S:10][CH:11]=[CH:12][CH:13]=1)=[O:8].CN(C)[CH:16]=[CH:17][C:18]([C:20]1[CH:21]=[CH:22][C:23]([F:31])=[C:24]([N:26]([CH3:30])[C:27](=[O:29])[CH3:28])[CH:25]=1)=O. Product: [F:31][C:23]1[CH:22]=[CH:21][C:20]([C:18]2[N:6]3[N:5]=[CH:4][C:3]([C:7]([C:9]4[S:10][CH:11]=[CH:12][CH:13]=4)=[O:8])=[C:2]3[N:1]=[CH:16][CH:17]=2)=[CH:25][C:24]=1[N:26]([CH3:30])[C:27](=[O:29])[CH3:28]. The catalyst class is: 41. (2) Reactant: [CH3:1][C:2]1([CH3:21])[CH:11]([N:12]2[C:16]([C:17]([OH:19])=O)=[CH:15][N:14]=[CH:13]2)[C:10]2[C:5](=[CH:6][CH:7]=[CH:8][CH:9]=2)[C:4](=[O:20])[O:3]1.CN(C)C=O.C(Cl)(=O)C(Cl)=O.[CH2:33]([NH2:40])[C:34]1[CH:39]=[CH:38][CH:37]=[CH:36][CH:35]=1. Product: [CH2:33]([NH:40][C:17]([C:16]1[N:12]([CH:11]2[C:10]3[C:5](=[CH:6][CH:7]=[CH:8][CH:9]=3)[C:4](=[O:20])[O:3][C:2]2([CH3:21])[CH3:1])[CH:13]=[N:14][CH:15]=1)=[O:19])[C:34]1[CH:39]=[CH:38][CH:37]=[CH:36][CH:35]=1. The catalyst class is: 4. (3) Reactant: [Cl:1][C:2]1[CH:7]=[CH:6][C:5]([NH:8][C:9]([CH:11]2[CH2:16][CH:15]([N:17]([CH3:19])[CH3:18])[CH2:14][N:13](C(OC(C)(C)C)=O)[CH2:12]2)=[O:10])=[CH:4][CH:3]=1.FC(F)(F)C(O)=O. Product: [Cl:1][C:2]1[CH:7]=[CH:6][C:5]([NH:8][C:9]([CH:11]2[CH2:16][CH:15]([N:17]([CH3:19])[CH3:18])[CH2:14][NH:13][CH2:12]2)=[O:10])=[CH:4][CH:3]=1. The catalyst class is: 4.